Dataset: Full USPTO retrosynthesis dataset with 1.9M reactions from patents (1976-2016). Task: Predict the reactants needed to synthesize the given product. (1) Given the product [C:12]1([NH:11][C:9](=[O:10])[NH:8][C:5]2[CH:4]=[CH:3][C:2]([NH:1][S:30]([C:24]3[CH:29]=[CH:28][CH:27]=[CH:26][CH:25]=3)(=[O:32])=[O:31])=[CH:7][CH:6]=2)[CH:13]=[CH:14][CH:15]=[CH:16][CH:17]=1, predict the reactants needed to synthesize it. The reactants are: [NH2:1][C:2]1[CH:7]=[CH:6][C:5]([NH:8][C:9]([NH:11][C:12]2[CH:17]=[CH:16][CH:15]=[CH:14][CH:13]=2)=[O:10])=[CH:4][CH:3]=1.N1C=CC=CC=1.[C:24]1([S:30](Cl)(=[O:32])=[O:31])[CH:29]=[CH:28][CH:27]=[CH:26][CH:25]=1. (2) Given the product [CH3:1][O:2][C:3]1[N:4]=[C:5]2[C:10](=[CH:11][CH:12]=1)[N:9]=[CH:8][CH:7]=[C:6]2[N:13]1[CH:21]=[C:20]2[C:15]([CH2:16][CH2:17][CH:18]([NH:22][CH2:31][CH2:30][CH2:29][C:23]3[CH:28]=[CH:27][CH:26]=[CH:25][CH:24]=3)[CH2:19]2)=[N:14]1, predict the reactants needed to synthesize it. The reactants are: [CH3:1][O:2][C:3]1[N:4]=[C:5]2[C:10](=[CH:11][CH:12]=1)[N:9]=[CH:8][CH:7]=[C:6]2[N:13]1[CH:21]=[C:20]2[C:15]([CH2:16][CH2:17][CH:18]([NH2:22])[CH2:19]2)=[N:14]1.[C:23]1([CH2:29][CH2:30][CH:31]=O)[CH:28]=[CH:27][CH:26]=[CH:25][CH:24]=1.[BH-](OC(C)=O)(OC(C)=O)OC(C)=O.[Na+].O. (3) Given the product [NH:1]1[C:9]2[C:4](=[C:5]([C:10]3[N:11]=[C:12]([N:22]4[CH2:23][CH2:24][O:25][CH2:26][CH2:27]4)[C:13]4[CH:18]=[C:17]([C:19]([NH:30][CH3:29])=[O:20])[S:16][C:14]=4[N:15]=3)[CH:6]=[CH:7][CH:8]=2)[CH:3]=[N:2]1, predict the reactants needed to synthesize it. The reactants are: [NH:1]1[C:9]2[C:4](=[C:5]([C:10]3[N:11]=[C:12]([N:22]4[CH2:27][CH2:26][O:25][CH2:24][CH2:23]4)[C:13]4[CH:18]=[C:17]([C:19](O)=[O:20])[S:16][C:14]=4[N:15]=3)[CH:6]=[CH:7][CH:8]=2)[CH:3]=[N:2]1.Cl.[CH3:29][NH2:30].